Task: Predict the product of the given reaction.. Dataset: Forward reaction prediction with 1.9M reactions from USPTO patents (1976-2016) Given the reactants [CH2:1]([O:8][N:9]1[C:14]2[N:15]=[CH:16][N:17]=[CH:18][C:13]=2[C:12]([NH:19][CH2:20][C:21]2[CH:26]=[CH:25][CH:24]=[CH:23][N:22]=2)=[C:11](C(OCC)=O)[C:10]1=[O:32])[C:2]1[CH:7]=[CH:6][CH:5]=[CH:4][CH:3]=1.[OH-].[Na+], predict the reaction product. The product is: [CH2:1]([O:8][N:9]1[C:14]2[N:15]=[CH:16][N:17]=[CH:18][C:13]=2[C:12]([NH:19][CH2:20][C:21]2[CH:26]=[CH:25][CH:24]=[CH:23][N:22]=2)=[CH:11][C:10]1=[O:32])[C:2]1[CH:7]=[CH:6][CH:5]=[CH:4][CH:3]=1.